Dataset: Full USPTO retrosynthesis dataset with 1.9M reactions from patents (1976-2016). Task: Predict the reactants needed to synthesize the given product. Given the product [CH3:1][O:2][C:3](=[O:35])[CH2:4][C@H:5]1[C:9]2[CH:10]=[CH:11][C:12]([O:14][C@H:15]3[C:23]4[C:18](=[C:19]([O:25][C:26]5[CH:31]=[CH:30][C:29]([C:41]6[C:37]([CH3:36])=[N:38][O:39][C:40]=6[CH3:45])=[CH:28][C:27]=5[C:33]#[N:34])[CH:20]=[CH:21][C:22]=4[F:24])[CH2:17][CH2:16]3)=[CH:13][C:8]=2[O:7][CH2:6]1, predict the reactants needed to synthesize it. The reactants are: [CH3:1][O:2][C:3](=[O:35])[CH2:4][C@H:5]1[C:9]2[CH:10]=[CH:11][C:12]([O:14][C@H:15]3[C:23]4[C:18](=[C:19]([O:25][C:26]5[CH:31]=[CH:30][C:29](Br)=[CH:28][C:27]=5[C:33]#[N:34])[CH:20]=[CH:21][C:22]=4[F:24])[CH2:17][CH2:16]3)=[CH:13][C:8]=2[O:7][CH2:6]1.[CH3:36][C:37]1[C:41](B(O)O)=[C:40]([CH3:45])[O:39][N:38]=1.